From a dataset of Forward reaction prediction with 1.9M reactions from USPTO patents (1976-2016). Predict the product of the given reaction. (1) Given the reactants [C:1]([C:4]1[CH:5]=[C:6]2[C:11](=[CH:12][C:13]=1[O:14][CH3:15])[N:10]=[CH:9][CH:8]=[C:7]2[O:16][C:17]1[CH:22]=[CH:21][C:20]([N+:23]([O-])=O)=[C:19]([C:26]([F:29])([F:28])[F:27])[CH:18]=1)(=[O:3])[NH2:2], predict the reaction product. The product is: [C:1]([C:4]1[CH:5]=[C:6]2[C:11](=[CH:12][C:13]=1[O:14][CH3:15])[N:10]=[CH:9][CH:8]=[C:7]2[O:16][C:17]1[CH:22]=[CH:21][C:20]([NH2:23])=[C:19]([C:26]([F:28])([F:29])[F:27])[CH:18]=1)(=[O:3])[NH2:2]. (2) Given the reactants Br[C:2]1[CH:3]=[C:4]2[C:8](=[C:9]([C:11]([O:13][C:14]([CH3:17])([CH3:16])[CH3:15])=[O:12])[CH:10]=1)[N:7]([C:18]([O:20][C:21]([CH3:24])([CH3:23])[CH3:22])=[O:19])[CH2:6][CH2:5]2.[C:25]1(B(O)O)[CH:30]=[CH:29][CH:28]=[CH:27][CH:26]=1.C(=O)([O-])[O-].[Cs+].[Cs+], predict the reaction product. The product is: [C:25]1([C:2]2[CH:3]=[C:4]3[C:8](=[C:9]([C:11]([O:13][C:14]([CH3:15])([CH3:16])[CH3:17])=[O:12])[CH:10]=2)[N:7]([C:18]([O:20][C:21]([CH3:24])([CH3:22])[CH3:23])=[O:19])[CH2:6][CH2:5]3)[CH:30]=[CH:29][CH:28]=[CH:27][CH:26]=1. (3) Given the reactants Br[C:2]1[CH:3]=[CH:4][C:5]([C:8]([F:11])([F:10])[F:9])=[N:6][CH:7]=1.[Br:12][C:13]1[CH:14]=[C:15]2[C:19](=[CH:20][CH:21]=1)[NH:18][CH:17]=[CH:16]2.C(=O)([O-])[O-].[Cs+].[Cs+], predict the reaction product. The product is: [Br:12][C:13]1[CH:14]=[C:15]2[C:19](=[CH:20][CH:21]=1)[N:18]([C:2]1[CH:7]=[N:6][C:5]([C:8]([F:11])([F:10])[F:9])=[CH:4][CH:3]=1)[CH:17]=[CH:16]2. (4) Given the reactants [C:1]([O:5][C:6](=[O:21])[NH:7][C:8]1[CH:13]=[CH:12][C:11]([N:14]2[CH2:19][CH2:18][N:17]([CH3:20])[CH2:16][CH2:15]2)=[CH:10][CH:9]=1)([CH3:4])([CH3:3])[CH3:2].[Cl:22]N1C(=O)CCC1=O.O, predict the reaction product. The product is: [C:1]([O:5][C:6](=[O:21])[NH:7][C:8]1[CH:9]=[CH:10][C:11]([N:14]2[CH2:15][CH2:16][N:17]([CH3:20])[CH2:18][CH2:19]2)=[C:12]([Cl:22])[CH:13]=1)([CH3:4])([CH3:3])[CH3:2]. (5) Given the reactants [CH2:1]([O:4][C:5]1[CH:10]=[CH:9][NH:8][C:7](=[S:11])[C:6]=1[CH3:12])[CH2:2][CH3:3].[Cl:13][CH2:14][C:15]1[NH:16][C:17]2[CH:23]=[CH:22][CH:21]=[CH:20][C:18]=2[N:19]=1.[OH-].[Na+], predict the reaction product. The product is: [ClH:13].[CH2:1]([O:4][C:5]1[CH:10]=[CH:9][N:8]=[C:7]([S:11][CH2:14][C:15]2[NH:19][C:18]3[CH:20]=[CH:21][CH:22]=[CH:23][C:17]=3[N:16]=2)[C:6]=1[CH3:12])[CH2:2][CH3:3].